From a dataset of Forward reaction prediction with 1.9M reactions from USPTO patents (1976-2016). Predict the product of the given reaction. (1) Given the reactants [CH2:1]([N:3]1[C:12]2[C:7](=[CH:8][C:9]([F:19])=[C:10]([N:13]3[CH2:18][CH2:17][NH:16][CH2:15][CH2:14]3)[CH:11]=2)[C:6](=[O:20])[C:5]([C:21]([OH:23])=[O:22])=[CH:4]1)[CH3:2].[S:24]([C:32]1[CH:38]=[CH:37][C:35]([CH3:36])=[CH:34][CH:33]=1)([O:27][CH2:28][CH:29]1[O:31][CH2:30]1)(=[O:26])=[O:25], predict the reaction product. The product is: [CH2:1]([N:3]1[C:12]2[C:7](=[CH:8][C:9]([F:19])=[C:10]([N:13]3[CH2:18][CH2:17][N:16]([CH2:30][CH:29]([OH:31])[CH2:28][O:27][S:24]([C:32]4[CH:38]=[CH:37][C:35]([CH3:36])=[CH:34][CH:33]=4)(=[O:26])=[O:25])[CH2:15][CH2:14]3)[CH:11]=2)[C:6](=[O:20])[C:5]([C:21]([OH:23])=[O:22])=[CH:4]1)[CH3:2]. (2) Given the reactants [NH2:1][C:2]1[CH:3]=[N:4][CH:5]=[CH:6][C:7]=1[N:8]1[CH2:13][C@H:12]([CH3:14])[CH2:11][C@H:10]([NH:15][C:16](=[O:22])[O:17][C:18]([CH3:21])([CH3:20])[CH3:19])[CH2:9]1.[C:23]([O:27][C:28]([NH:30][C:31]1[O:39][C:38]2[C:33](=[N:34][CH:35]=[C:36]([CH3:40])[CH:37]=2)[C:32]=1[C:41](O)=[O:42])=[O:29])([CH3:26])([CH3:25])[CH3:24].CCN(C(C)C)C(C)C.CN(C(ON1N=NC2C=CC=NC1=2)=[N+](C)C)C.F[P-](F)(F)(F)(F)F, predict the reaction product. The product is: [C:23]([O:27][C:28]([NH:30][C:31]1[O:39][C:38]2[C:33](=[N:34][CH:35]=[C:36]([CH3:40])[CH:37]=2)[C:32]=1[C:41]([NH:1][C:2]1[CH:3]=[N:4][CH:5]=[CH:6][C:7]=1[N:8]1[CH2:13][C@H:12]([CH3:14])[CH2:11][C@H:10]([NH:15][C:16](=[O:22])[O:17][C:18]([CH3:21])([CH3:20])[CH3:19])[CH2:9]1)=[O:42])=[O:29])([CH3:26])([CH3:24])[CH3:25]. (3) Given the reactants [Cl:1][C:2]1[CH:7]=[CH:6][C:5]([B:8]([OH:10])[OH:9])=[C:4]([O:11]C)[CH:3]=1.B(Br)(Br)Br, predict the reaction product. The product is: [Cl:1][C:2]1[CH:7]=[CH:6][C:5]([B:8]([OH:9])[OH:10])=[C:4]([OH:11])[CH:3]=1. (4) Given the reactants [CH3:1][O:2][C:3](=[O:18])[C:4]1[CH:9]=[CH:8][CH:7]=[C:6](OS(C(F)(F)F)(=O)=O)[CH:5]=1.CN1[CH2:24][CH2:23][CH2:22][C:21]1=O.C([Mg]Br)CC=C.[Mg].BrCCC=C.[Cl-].[NH4+], predict the reaction product. The product is: [CH3:1][O:2][C:3](=[O:18])[C:4]1[CH:9]=[CH:8][CH:7]=[C:6]([CH2:24][CH2:23][CH:22]=[CH2:21])[CH:5]=1. (5) Given the reactants [NH2:1][C:2]1[C:15]2[CH:14]=[CH:13][C:12]3[C:7](=[CH:8][CH:9]=[CH:10][CH:11]=3)[C:6]=2[CH:5]=[CH:4][C:3]=1S.[CH2:17]([O:29]S([O-])(=O)=O)CCCCCCCCCCC.[Na+].C(OC=O)=O, predict the reaction product. The product is: [O:29]1[C:3]2[CH:4]=[CH:5][C:6]3[C:7]4[CH:8]=[CH:9][CH:10]=[CH:11][C:12]=4[CH:13]=[CH:14][C:15]=3[C:2]=2[N:1]=[CH:17]1.